From a dataset of Full USPTO retrosynthesis dataset with 1.9M reactions from patents (1976-2016). Predict the reactants needed to synthesize the given product. The reactants are: Br[C:2]1[CH:7]=[CH:6][C:5]([N:8]2[CH:12]([C:13]3[CH:18]=[CH:17][C:16]([F:19])=[CH:15][C:14]=3[F:20])[CH2:11][C:10]([C:21]([F:27])([F:26])[C:22]([F:25])([F:24])[F:23])=[N:9]2)=[CH:4][CH:3]=1.[CH3:28][S:29][C:30]1[CH:31]=[C:32](B(O)O)[CH:33]=[CH:34][CH:35]=1.C(=O)([O-])[O-].[Na+].[Na+].C(O)C. Given the product [F:20][C:14]1[CH:15]=[C:16]([F:19])[CH:17]=[CH:18][C:13]=1[CH:12]1[N:8]([C:5]2[CH:4]=[CH:3][C:2]([C:34]3[CH:33]=[CH:32][CH:31]=[C:30]([S:29][CH3:28])[CH:35]=3)=[CH:7][CH:6]=2)[N:9]=[C:10]([C:21]([F:26])([F:27])[C:22]([F:23])([F:25])[F:24])[CH2:11]1, predict the reactants needed to synthesize it.